This data is from Catalyst prediction with 721,799 reactions and 888 catalyst types from USPTO. The task is: Predict which catalyst facilitates the given reaction. (1) Reactant: C([O:5][C:6](=[O:42])[CH2:7][O:8][C:9]1[CH:14]=[CH:13][C:12]([CH2:15][CH:16]2[S:20][C:19](=[O:21])[N:18](C(C3C=CC=CC=3)(C3C=CC=CC=3)C3C=CC=CC=3)[C:17]2=[O:41])=[CH:11][CH:10]=1)(C)(C)C.O.C1(C)C=CC(S(O)(=O)=O)=CC=1.C(OCC)(=O)C. Product: [O:21]=[C:19]1[NH:18][C:17](=[O:41])[CH:16]([CH2:15][C:12]2[CH:13]=[CH:14][C:9]([O:8][CH2:7][C:6]([OH:42])=[O:5])=[CH:10][CH:11]=2)[S:20]1. The catalyst class is: 11. (2) The catalyst class is: 95. Reactant: [CH2:1]([O:3][C:4]#[C:5][C:6]1[CH:7]=[C:8]([O:25][C:26]([F:29])([F:28])[F:27])[CH:9]=[C:10]2[C:15]=1[O:14][CH:13]([C:16]([F:19])([F:18])[F:17])[C:12]([C:20]([O:22][CH2:23][CH3:24])=[O:21])=[CH:11]2)[CH3:2].[OH:30]S(O)(=O)=O.C([O-])(O)=O.[Na+].C([O-])([O-])=O.[K+].[K+]. Product: [CH2:1]([O:3][C:4](=[O:30])[CH2:5][C:6]1[CH:7]=[C:8]([O:25][C:26]([F:27])([F:29])[F:28])[CH:9]=[C:10]2[C:15]=1[O:14][CH:13]([C:16]([F:17])([F:18])[F:19])[C:12]([C:20]([O:22][CH2:23][CH3:24])=[O:21])=[CH:11]2)[CH3:2]. (3) Reactant: [NH2:1][C:2]1[CH:7]=[CH:6][C:5]([Cl:8])=[CH:4][C:3]=1[C:9](=[O:12])[CH2:10][CH3:11].[O:13](S(C(F)(F)F)(=O)=O)[S:14]([C:17]([F:20])([F:19])[F:18])(=O)=[O:15]. Product: [Cl:8][C:5]1[CH:6]=[CH:7][C:2]([NH:1][S:14]([C:17]([F:20])([F:19])[F:18])(=[O:15])=[O:13])=[C:3]([C:9](=[O:12])[CH2:10][CH3:11])[CH:4]=1. The catalyst class is: 2. (4) The catalyst class is: 10. Product: [C:2]1([C@@H:8]2[CH2:10][C@H:9]2[NH:11][C:13]2[S:12][CH2:18][C:16](=[O:17])[N:15]=2)[CH:7]=[CH:6][CH:5]=[CH:4][CH:3]=1. Reactant: Cl.[C:2]1([C@@H:8]2[CH2:10][C@H:9]2[NH2:11])[CH:7]=[CH:6][CH:5]=[CH:4][CH:3]=1.[S:12]1[CH2:18][C:16](=[O:17])[NH:15][C:13]1=S.CCN(C(C)C)C(C)C. (5) Reactant: [Cl:1][C:2]1[CH:10]=[CH:9][CH:8]=[C:7]2[C:3]=1[C:4]([C:15]([OH:17])=O)=[CH:5][N:6]2[CH2:11][CH2:12][O:13][CH3:14].[S:18]1[CH:22]=[CH:21][CH:20]=[C:19]1[CH2:23][CH2:24][NH2:25].CCN(CC)CC.N1(O)C2C=CC=CC=2N=N1.C(Cl)CCl. Product: [S:18]1[CH:22]=[CH:21][CH:20]=[C:19]1[CH2:23][CH2:24][NH:25][C:15]([C:4]1[C:3]2[C:7](=[CH:8][CH:9]=[CH:10][C:2]=2[Cl:1])[N:6]([CH2:11][CH2:12][O:13][CH3:14])[CH:5]=1)=[O:17]. The catalyst class is: 1. (6) Reactant: [OH:1][CH:2]1[CH2:5][N:4]([C:6]([O:8][C:9]([CH3:12])([CH3:11])[CH3:10])=[O:7])[CH2:3]1.CCN(C(C)C)C(C)C.[Cl:22][C:23](Cl)([O:25]C(=O)OC(Cl)(Cl)Cl)Cl. Product: [Cl:22][C:23]([O:1][CH:2]1[CH2:3][N:4]([C:6]([O:8][C:9]([CH3:12])([CH3:11])[CH3:10])=[O:7])[CH2:5]1)=[O:25]. The catalyst class is: 1. (7) Reactant: Br.Br[CH:3]([C:9](=O)[C:10]1[CH:15]=[CH:14][CH:13]=[CH:12][N:11]=1)[C:4]([O:6][CH2:7][CH3:8])=[O:5].[N:17]1[CH:22]=[CH:21][CH:20]=[N:19][C:18]=1[NH:23][C:24]([NH2:26])=[S:25].C(N(CC)CC)C. Product: [N:11]1[CH:12]=[CH:13][CH:14]=[CH:15][C:10]=1[C:9]1[N:26]=[C:24]([NH:23][C:18]2[N:19]=[CH:20][CH:21]=[CH:22][N:17]=2)[S:25][C:3]=1[C:4]([O:6][CH2:7][CH3:8])=[O:5]. The catalyst class is: 8. (8) Reactant: B.[Cl:2][C:3]1[CH:8]=[C:7]([N+:9]([O-:11])=[O:10])[CH:6]=[CH:5][C:4]=1[CH2:12][C:13]([N:15]([CH2:18][CH3:19])[CH2:16][CH3:17])=O. Product: [Cl:2][C:3]1[CH:8]=[C:7]([N+:9]([O-:11])=[O:10])[CH:6]=[CH:5][C:4]=1[CH2:12][CH2:13][N:15]([CH2:16][CH3:17])[CH2:18][CH3:19]. The catalyst class is: 1. (9) The catalyst class is: 17. Reactant: OC1C(O)=C2C(C(=O)C(C3C=CC(OC)=CC=3)=CO2)=CC=1.C(OC(=O)C)(=O)C.[C:29]([O:32][C:33]1[CH:57]=[CH:56][C:36]([C:37]2[C:46](=[O:47])[C:45]3[C:40](=[C:41]([O:52][C:53](=[O:55])[CH3:54])[C:42]([O:48][C:49](=[O:51])[CH3:50])=[CH:43][CH:44]=3)[O:39][CH:38]=2)=[CH:35][CH:34]=1)(=O)C. Product: [C:49]([O:48][C:42]1[C:41]([O:52][C:53](=[O:55])[CH3:54])=[C:40]2[C:45]([C:46](=[O:47])[C:37]([C:36]3[CH:35]=[CH:34][C:33]([O:32][CH3:29])=[CH:57][CH:56]=3)=[CH:38][O:39]2)=[CH:44][CH:43]=1)(=[O:51])[CH3:50].